This data is from Catalyst prediction with 721,799 reactions and 888 catalyst types from USPTO. The task is: Predict which catalyst facilitates the given reaction. (1) Reactant: CN(C)C=O.[H-].[Na+].[Cl:8][C:9]1[CH:14]=[C:13]([O:15][C:16]2[C:25]3[C:20](=[CH:21][C:22]([O:28][CH3:29])=[C:23]([O:26][CH3:27])[CH:24]=3)[N:19]=[CH:18][N:17]=2)[CH:12]=[CH:11][C:10]=1[NH:30][C:31](=[O:41])[O:32][CH2:33][C:34]1[CH:39]=[CH:38][CH:37]=[CH:36][C:35]=1[CH3:40].[CH2:42](I)[CH3:43]. Product: [Cl:8][C:9]1[CH:14]=[C:13]([O:15][C:16]2[C:25]3[C:20](=[CH:21][C:22]([O:28][CH3:29])=[C:23]([O:26][CH3:27])[CH:24]=3)[N:19]=[CH:18][N:17]=2)[CH:12]=[CH:11][C:10]=1[N:30]([CH2:42][CH3:43])[C:31](=[O:41])[O:32][CH2:33][C:34]1[CH:39]=[CH:38][CH:37]=[CH:36][C:35]=1[CH3:40]. The catalyst class is: 6. (2) Product: [NH2:7][C@@H:8]([C:12]1[N:21]([NH:22][C:23]2[CH:28]=[CH:27][CH:26]=[CH:25][CH:24]=2)[C:20](=[O:29])[C:19]2[C:14](=[CH:15][C:16]([Cl:30])=[CH:17][CH:18]=2)[N:13]=1)[CH2:9][C:10]#[CH:11]. The catalyst class is: 71. Reactant: C(OC(=O)[NH:7][C@@H:8]([C:12]1[N:21]([NH:22][C:23]2[CH:28]=[CH:27][CH:26]=[CH:25][CH:24]=2)[C:20](=[O:29])[C:19]2[C:14](=[CH:15][C:16]([Cl:30])=[CH:17][CH:18]=2)[N:13]=1)[CH2:9][C:10]#[CH:11])(C)(C)C.Cl.